Dataset: Full USPTO retrosynthesis dataset with 1.9M reactions from patents (1976-2016). Task: Predict the reactants needed to synthesize the given product. (1) Given the product [CH3:9][C:4]1[N:3]=[C:2]([C:10]2[CH:15]=[CH:14][CH:13]=[CH:12][CH:11]=2)[C:7]([NH2:8])=[CH:6][CH:5]=1, predict the reactants needed to synthesize it. The reactants are: Cl[C:2]1[C:7]([NH2:8])=[CH:6][CH:5]=[C:4]([CH3:9])[N:3]=1.[C:10]1(B(O)O)[CH:15]=[CH:14][CH:13]=[CH:12][CH:11]=1.C([O-])([O-])=O.[K+].[K+].O1CCOCC1. (2) Given the product [Cl:15][C:16]1[S:20][CH:19]=[C:18]([CH2:21][NH:5][C:4]2[CH:6]=[C:7]([C:10]3[O:14][CH:13]=[N:12][CH:11]=3)[CH:8]=[CH:9][C:3]=2[O:2][CH3:1])[CH:17]=1, predict the reactants needed to synthesize it. The reactants are: [CH3:1][O:2][C:3]1[CH:9]=[CH:8][C:7]([C:10]2[O:14][CH:13]=[N:12][CH:11]=2)=[CH:6][C:4]=1[NH2:5].[Cl:15][C:16]1[S:20][CH:19]=[C:18]([CH:21]=O)[CH:17]=1.